Binary Classification. Given a T-cell receptor sequence (or CDR3 region) and an epitope sequence, predict whether binding occurs between them. From a dataset of TCR-epitope binding with 47,182 pairs between 192 epitopes and 23,139 TCRs. (1) The TCR CDR3 sequence is CASSLGAATEQYF. The epitope is YIFFASFYY. Result: 1 (the TCR binds to the epitope). (2) The epitope is FADDLNQLTGY. The TCR CDR3 sequence is CATSAGVTEAFF. Result: 0 (the TCR does not bind to the epitope).